Predict the reactants needed to synthesize the given product. From a dataset of Full USPTO retrosynthesis dataset with 1.9M reactions from patents (1976-2016). (1) Given the product [Br:1][C:2]1[CH:7]=[CH:6][C:5]([S:8]([N:16]2[CH2:21][CH2:20][O:19][CH2:18][CH2:17]2)(=[O:10])=[O:9])=[C:4]([C:12]([F:15])([F:14])[F:13])[CH:3]=1, predict the reactants needed to synthesize it. The reactants are: [Br:1][C:2]1[CH:7]=[CH:6][C:5]([S:8](Cl)(=[O:10])=[O:9])=[C:4]([C:12]([F:15])([F:14])[F:13])[CH:3]=1.[NH:16]1[CH2:21][CH2:20][O:19][CH2:18][CH2:17]1.C(N(CC)CC)C.C(OCC)(=O)C. (2) Given the product [C:1]([CH:5]1[CH2:18][C:17]2[NH:22][C:15](=[O:16])[CH:14]3[CH:9]([CH:10]=[N:11][CH:12]=[CH:13]3)[C:8]=2[CH2:7][O:6]1)([CH3:4])([CH3:3])[CH3:2], predict the reactants needed to synthesize it. The reactants are: [C:1]([CH:5]1[CH2:18][C:17]2[O:16][C:15](=O)[CH:14]3[CH:9]([CH:10]=[N:11][CH:12]=[CH:13]3)[C:8]=2[CH2:7][O:6]1)([CH3:4])([CH3:3])[CH3:2].CO.[NH3:22].